Dataset: Forward reaction prediction with 1.9M reactions from USPTO patents (1976-2016). Task: Predict the product of the given reaction. Given the reactants C(OC(=O)[NH:7][CH2:8][CH2:9][CH2:10][C:11](=[O:40])[NH:12][C:13]1[CH:14]=[C:15]2[C:20](=[CH:21][CH:22]=1)[N:19]=[CH:18][N:17]=[C:16]2[NH:23][C:24]1[CH:29]=[CH:28][C:27]([O:30][CH2:31][C:32]2[CH:37]=[CH:36][CH:35]=[C:34]([F:38])[CH:33]=2)=[C:26]([Cl:39])[CH:25]=1)(C)(C)C.FC(F)(F)C(O)=O.C(=O)(O)[O-].[Na+], predict the reaction product. The product is: [NH2:7][CH2:8][CH2:9][CH2:10][C:11]([NH:12][C:13]1[CH:14]=[C:15]2[C:20](=[CH:21][CH:22]=1)[N:19]=[CH:18][N:17]=[C:16]2[NH:23][C:24]1[CH:29]=[CH:28][C:27]([O:30][CH2:31][C:32]2[CH:37]=[CH:36][CH:35]=[C:34]([F:38])[CH:33]=2)=[C:26]([Cl:39])[CH:25]=1)=[O:40].